This data is from Reaction yield outcomes from USPTO patents with 853,638 reactions. The task is: Predict the reaction yield, written as a fraction of the theoretical maximum amount of product (1.0 means a 100% yield; for example, 0.34 means a 34% yield). (1) The catalyst is O1CCOCC1. The reactants are [C:1](=[NH:25])([O:3][CH2:4][CH2:5][C:6]1[CH:11]=[C:10]([F:12])[C:9]([O:13][C:14]2[CH:15]=[N:16][C:17]([C:20]([F:23])([F:22])[F:21])=[N:18][CH:19]=2)=[C:8]([F:24])[CH:7]=1)[NH2:2].FC(F)(F)C([O-])=O.[CH:33]([CH:35]([CH2:40][C:41]1[CH:42]=[N:43][C:44]([O:47][CH3:48])=[N:45][CH:46]=1)[C:36](OC)=O)=[O:34].C([O-])([O-])=O.[K+].[K+]. The yield is 0.288. The product is [F:12][C:10]1[CH:11]=[C:6]([CH:7]=[C:8]([F:24])[C:9]=1[O:13][C:14]1[CH:19]=[N:18][C:17]([C:20]([F:21])([F:22])[F:23])=[N:16][CH:15]=1)[CH2:5][CH2:4][O:3][C:1]1[NH:2][CH:36]=[C:35]([CH2:40][C:41]2[CH:42]=[N:43][C:44]([O:47][CH3:48])=[N:45][CH:46]=2)[C:33](=[O:34])[N:25]=1. (2) The reactants are Br[C:2]1[N:7]=[C:6]([NH:8][C:9]([C:11]2[CH:15]=[C:14]([C:16]3[CH:21]=[CH:20][C:19]([F:22])=[CH:18][CH:17]=3)[N:13]([CH:23]3[CH2:28][CH2:27][CH2:26][CH2:25][O:24]3)[N:12]=2)=[O:10])[CH:5]=[CH:4][CH:3]=1. The catalyst is C(N)C1C=CC=CC=1. The product is [CH2:14]([NH:13][C:2]1[N:7]=[C:6]([NH:8][C:9]([C:11]2[CH:15]=[C:14]([C:16]3[CH:21]=[CH:20][C:19]([F:22])=[CH:18][CH:17]=3)[N:13]([CH:23]3[CH2:28][CH2:27][CH2:26][CH2:25][O:24]3)[N:12]=2)=[O:10])[CH:5]=[CH:4][CH:3]=1)[C:16]1[CH:21]=[CH:20][CH:19]=[CH:18][CH:17]=1. The yield is 0.580. (3) The reactants are [F:1][C:2]([F:13])([F:12])[C:3]1[CH:8]=[CH:7][C:6]([C:9](=[S:11])[NH2:10])=[CH:5][CH:4]=1.Cl[CH:15]([C:19](=O)[CH3:20])[C:16](=[O:18])[CH3:17]. The catalyst is CCO. The product is [CH3:20][C:19]1[N:10]=[C:9]([C:6]2[CH:7]=[CH:8][C:3]([C:2]([F:12])([F:1])[F:13])=[CH:4][CH:5]=2)[S:11][C:15]=1[C:16](=[O:18])[CH3:17]. The yield is 0.790. (4) The reactants are [N:1]1[CH:6]=[CH:5][CH:4]=[CH:3][C:2]=1[C:7]1[N:11]=[C:10]([C:12]2[CH:17]=[C:16]([OH:18])[CH:15]=[C:14]([C:19]#[N:20])[CH:13]=2)[O:9][N:8]=1.C(=O)([O-])[O-].[K+].[K+].[CH2:27](I)[CH2:28][CH3:29]. The catalyst is CN(C)C=O.ClCCl. The product is [N:1]1[CH:6]=[CH:5][CH:4]=[CH:3][C:2]=1[C:7]1[N:11]=[C:10]([C:12]2[CH:17]=[C:16]([O:18][CH2:27][CH2:28][CH3:29])[CH:15]=[C:14]([C:19]#[N:20])[CH:13]=2)[O:9][N:8]=1. The yield is 0.400. (5) The reactants are [CH:1]([C:3]1[CH:26]=[CH:25][C:6]([O:7][CH2:8][C:9]2[N:10]=[C:11]([C:15]3[CH:24]=[CH:23][C:18]([C:19]([O:21][CH3:22])=[O:20])=[CH:17][CH:16]=3)[O:12][C:13]=2[CH3:14])=[C:5]([O:27][CH3:28])[CH:4]=1)=[O:2].C(O)C.[BH4-].[Na+].O. The catalyst is O1CCCC1. The product is [OH:2][CH2:1][C:3]1[CH:26]=[CH:25][C:6]([O:7][CH2:8][C:9]2[N:10]=[C:11]([C:15]3[CH:24]=[CH:23][C:18]([C:19]([O:21][CH3:22])=[O:20])=[CH:17][CH:16]=3)[O:12][C:13]=2[CH3:14])=[C:5]([O:27][CH3:28])[CH:4]=1. The yield is 0.900. (6) The reactants are [Mg].Br[C:3]1[CH:8]=[CH:7][CH:6]=[CH:5][C:4]=1[C:9]1[CH:14]=[CH:13][CH:12]=[CH:11][CH:10]=1.[C:15]12([P:25]([C:27]34[CH2:36][CH:31]5[CH2:32][CH:33]([CH2:35][CH:29]([CH2:30]5)[CH2:28]3)[CH2:34]4)Cl)[CH2:24][CH:19]3[CH2:20][CH:21]([CH2:23][CH:17]([CH2:18]3)[CH2:16]1)[CH2:22]2.CCOCC. The catalyst is C1COCC1.CCCCC. The product is [C:15]12([P:25]([C:27]34[CH2:28][CH:29]5[CH2:30][CH:31]([CH2:32][CH:33]([CH2:35]5)[CH2:34]3)[CH2:36]4)[C:3]3[CH:8]=[CH:7][CH:6]=[CH:5][C:4]=3[C:9]3[CH:14]=[CH:13][CH:12]=[CH:11][CH:10]=3)[CH2:16][CH:17]3[CH2:23][CH:21]([CH2:20][CH:19]([CH2:18]3)[CH2:24]1)[CH2:22]2. The yield is 0.0580. (7) The reactants are [CH3:1][C:2]1[CH:3]=[C:4](B(O)O)[CH:5]=[C:6]([CH3:8])[CH:7]=1.Cl[C:13]1[C:22]2[C:17](=[CH:18][CH:19]=[CH:20][CH:21]=2)[N:16]=[CH:15][N:14]=1.C([O-])([O-])=O.[K+].[K+]. The catalyst is C1(C)C=CC=CC=1.O.C1C=CC([P]([Pd]([P](C2C=CC=CC=2)(C2C=CC=CC=2)C2C=CC=CC=2)([P](C2C=CC=CC=2)(C2C=CC=CC=2)C2C=CC=CC=2)[P](C2C=CC=CC=2)(C2C=CC=CC=2)C2C=CC=CC=2)(C2C=CC=CC=2)C2C=CC=CC=2)=CC=1. The product is [CH3:1][C:2]1[CH:3]=[C:4]([C:13]2[C:22]3[C:17](=[CH:18][CH:19]=[CH:20][CH:21]=3)[N:16]=[CH:15][N:14]=2)[CH:5]=[C:6]([CH3:8])[CH:7]=1. The yield is 0.700. (8) The reactants are C[O:2][C:3]([C:5]1[CH:10]=[CH:9][C:8]([C:11]2[CH:16]=[C:15]([NH:17][C:18]([C:20]3[CH:24]=[CH:23][O:22][CH:21]=3)=[O:19])[CH:14]=[CH:13][C:12]=2[CH3:25])=[CH:7][CH:6]=1)=[O:4].[O:22]1[CH:23]=[CH:24][C:20]([C:18]([NH:17][C:15]2[CH:14]=[CH:13][C:12]([CH3:25])=[C:11]([C:8]3[CH:7]=[CH:6][C:5]([C:3]([OH:2])=[O:4])=[CH:10][CH:9]=3)[CH:16]=2)=[O:19])=[CH:21]1.O.[OH-].[Li+]. The catalyst is C1COCC1.O. The product is [O:22]1[CH:23]=[CH:24][C:20]([C:18]([NH:17][C:15]2[CH:14]=[CH:13][C:12]([CH3:25])=[C:11]([C:8]3[CH:9]=[CH:10][C:5]([C:3]([OH:4])=[O:2])=[CH:6][CH:7]=3)[CH:16]=2)=[O:19])=[CH:21]1. The yield is 0.770. (9) The reactants are [CH3:1][C:2]1[C:6]2[C:7](=[O:19])[N:8]([CH2:11][CH2:12][N:13]3[CH2:18][CH2:17][CH2:16][CH2:15][CH2:14]3)[CH2:9][CH2:10][C:5]=2[NH:4][C:3]=1[CH:20]=O.[Br:22][C:23]1[CH:24]=[C:25]2[CH2:31][C:30](=[O:32])[NH:29][C:26]2=[N:27][CH:28]=1. No catalyst specified. The product is [Br:22][C:23]1[CH:24]=[C:25]2[C:31](=[CH:20][C:3]3[NH:4][C:5]4[CH2:10][CH2:9][N:8]([CH2:11][CH2:12][N:13]5[CH2:14][CH2:15][CH2:16][CH2:17][CH2:18]5)[C:7](=[O:19])[C:6]=4[C:2]=3[CH3:1])[C:30](=[O:32])[NH:29][C:26]2=[N:27][CH:28]=1. The yield is 0.651. (10) The reactants are Cl[C:2]1[C:11]2[CH2:10][CH2:9][CH2:8][CH2:7][C:6]=2[N:5]=[C:4]([NH2:12])[N:3]=1.Cl.[OH:14][CH:15]([CH2:18][CH2:19][CH3:20])[CH2:16][NH2:17].C(N(CC)CC)C.N. The catalyst is C(Cl)(Cl)Cl.CN(C=O)C. The product is [NH2:12][C:4]1[N:3]=[C:2]([NH:17][CH2:16][CH:15]([OH:14])[CH2:18][CH2:19][CH3:20])[C:11]2[CH2:10][CH2:9][CH2:8][CH2:7][C:6]=2[N:5]=1. The yield is 0.510.